This data is from Catalyst prediction with 721,799 reactions and 888 catalyst types from USPTO. The task is: Predict which catalyst facilitates the given reaction. (1) Reactant: [CH3:1][N:2]([CH3:27])[S:3]([N:6]1[CH:10]=[C:9]([CH:11]([OH:19])[CH2:12][C:13]2[CH:18]=[CH:17][CH:16]=[CH:15][CH:14]=2)[N:8]=[C:7]1[Si:20]([C:23]([CH3:26])([CH3:25])[CH3:24])([CH3:22])[CH3:21])(=[O:5])=[O:4].[H-].[Na+].[CH3:30]I. Product: [CH3:27][N:2]([CH3:1])[S:3]([N:6]1[CH:10]=[C:9]([CH:11]([O:19][CH3:30])[CH2:12][C:13]2[CH:14]=[CH:15][CH:16]=[CH:17][CH:18]=2)[N:8]=[C:7]1[Si:20]([C:23]([CH3:24])([CH3:26])[CH3:25])([CH3:21])[CH3:22])(=[O:4])=[O:5]. The catalyst class is: 49. (2) Reactant: C(Cl)(=O)C(Cl)=O.[CH3:7][C:8]1[CH:16]=[CH:15][C:11]([C:12]([OH:14])=O)=[CH:10][N:9]=1.[C:17]([NH2:21])([CH3:20])([CH3:19])[CH3:18].[OH-].[Na+]. Product: [C:17]([NH:21][C:12](=[O:14])[C:11]1[CH:15]=[CH:16][C:8]([CH3:7])=[N:9][CH:10]=1)([CH3:20])([CH3:19])[CH3:18]. The catalyst class is: 588. (3) Reactant: [C:1]([O:5][C:6](=[O:60])[N:7]([CH2:34][CH2:35][O:36][C:37]1[CH:42]=[C:41]([O:43][CH3:44])[C:40]([C:45]([N:47]2[CH2:51][C:50](=[CH2:52])[CH2:49][C@H:48]2[C:53](OC)=[O:54])=[O:46])=[CH:39][C:38]=1[N+:57]([O-:59])=[O:58])[CH2:8][CH2:9][O:10][C:11]1[CH:16]=[C:15]([O:17][CH3:18])[C:14]([C:19]([N:21]2[CH2:25][C:24](=[CH2:26])[CH2:23][C@H:22]2[C:27](OC)=[O:28])=[O:20])=[CH:13][C:12]=1[N+:31]([O-:33])=[O:32])([CH3:4])([CH3:3])[CH3:2].CC(C[AlH]CC(C)C)C.Cl. Product: [C:1]([O:5][C:6](=[O:60])[N:7]([CH2:34][CH2:35][O:36][C:37]1[CH:42]=[C:41]([O:43][CH3:44])[C:40]([C:45]([N:47]2[CH2:51][C:50](=[CH2:52])[CH2:49][C@H:48]2[CH:53]=[O:54])=[O:46])=[CH:39][C:38]=1[N+:57]([O-:59])=[O:58])[CH2:8][CH2:9][O:10][C:11]1[CH:16]=[C:15]([O:17][CH3:18])[C:14]([C:19]([N:21]2[CH2:25][C:24](=[CH2:26])[CH2:23][C@H:22]2[CH:27]=[O:28])=[O:20])=[CH:13][C:12]=1[N+:31]([O-:33])=[O:32])([CH3:4])([CH3:2])[CH3:3]. The catalyst class is: 224. (4) Reactant: [CH2:1]([N:3]1[C:11]2[C:6](=[CH:7][CH:8]=[CH:9][CH:10]=2)[C:5]([C:12]([OH:14])=O)=[CH:4]1)[CH3:2].C(Cl)(=O)C(Cl)=O.[Cl:21][C:22]1[CH:23]=[C:24]([CH2:29][C:30]([O:32][CH3:33])=[O:31])[CH:25]=[CH:26][C:27]=1[NH2:28].C(N(CC)CC)C. Product: [Cl:21][C:22]1[CH:23]=[C:24]([CH2:29][C:30]([O:32][CH3:33])=[O:31])[CH:25]=[CH:26][C:27]=1[NH:28][C:12]([C:5]1[C:6]2[C:11](=[CH:10][CH:9]=[CH:8][CH:7]=2)[N:3]([CH2:1][CH3:2])[CH:4]=1)=[O:14]. The catalyst class is: 2. (5) Reactant: [CH2:1]([O:3][C:4](=[O:43])[CH2:5][O:6][C:7]1[CH:12]=[CH:11][C:10]([S:13]([N:16]2[CH2:25][CH:24]([CH2:26][CH2:27][C:28]3[CH:33]=[CH:32][CH:31]=[CH:30][CH:29]=3)[C:23]3[C:18](=[CH:19][C:20](OS(C(F)(F)F)(=O)=O)=[CH:21][CH:22]=3)[CH2:17]2)(=[O:15])=[O:14])=[CH:9][C:8]=1[CH3:42])[CH3:2].[F:44][C:45]([F:56])([F:55])[C:46]1[CH:51]=[CH:50][C:49](B(O)O)=[CH:48][CH:47]=1.O.O.O.P([O-])([O-])([O-])=O.[K+].[K+].[K+]. Product: [CH2:1]([O:3][C:4](=[O:43])[CH2:5][O:6][C:7]1[CH:12]=[CH:11][C:10]([S:13]([N:16]2[CH2:25][CH:24]([CH2:26][CH2:27][C:28]3[CH:29]=[CH:30][CH:31]=[CH:32][CH:33]=3)[C:23]3[C:18](=[CH:19][C:20]([C:49]4[CH:50]=[CH:51][C:46]([C:45]([F:56])([F:55])[F:44])=[CH:47][CH:48]=4)=[CH:21][CH:22]=3)[CH2:17]2)(=[O:14])=[O:15])=[CH:9][C:8]=1[CH3:42])[CH3:2]. The catalyst class is: 77.